This data is from Forward reaction prediction with 1.9M reactions from USPTO patents (1976-2016). The task is: Predict the product of the given reaction. (1) Given the reactants CN(C)[CH:3]=[CH:4][C:5]([C:7]1[CH:8]=[N:9][CH:10]=[C:11]([O:13][CH3:14])[CH:12]=1)=O.[N+]([O-])(O)=O.[CH3:20][C:21]1[CH:26]=[CH:25][C:24]([N+:27]([O-:29])=[O:28])=[CH:23][C:22]=1[NH:30][C:31]([NH2:33])=[NH:32], predict the reaction product. The product is: [CH3:14][O:13][C:11]1[CH:12]=[C:7]([C:5]2[CH:4]=[CH:3][N:33]=[C:31]([NH:30][C:22]3[CH:23]=[C:24]([N+:27]([O-:29])=[O:28])[CH:25]=[CH:26][C:21]=3[CH3:20])[N:32]=2)[CH:8]=[N:9][CH:10]=1. (2) The product is: [CH:12]1[CH:13]=[CH:14][C:15]2[CH2:17][NH:4][CH2:5][CH2:6][N:7]3[C:16]=2[C:11]=1[CH:10]1[CH2:18][CH2:19][CH2:20][CH2:21][CH2:22][CH:9]1[CH2:8]3. Given the reactants C([N:4]1[CH2:17][C:15]2=[C:16]3[C:11](=[CH:12][CH:13]=[CH:14]2)[CH:10]2[CH2:18][CH2:19][CH2:20][CH2:21][CH2:22][CH:9]2[CH2:8][N:7]3[CH2:6][CH2:5]1)(=O)C.[OH-].[K+].O, predict the reaction product. (3) Given the reactants [NH:1]1[CH2:5][CH2:4][CH2:3][CH2:2]1.Br[CH2:7][C:8]1[CH:9]=[CH:10][C:11]([Cl:33])=[C:12]([CH:32]=1)[C:13]([NH:15][C:16](=[O:31])[NH:17][C:18]1[S:19][C:20]2[CH:26]=[C:25]([S:27]([CH3:30])(=[O:29])=[O:28])[CH:24]=[CH:23][C:21]=2[N:22]=1)=[O:14], predict the reaction product. The product is: [Cl:33][C:11]1[CH:10]=[CH:9][C:8]([CH2:7][N:1]2[CH2:5][CH2:4][CH2:3][CH2:2]2)=[CH:32][C:12]=1[C:13]([NH:15][C:16](=[O:31])[NH:17][C:18]1[S:19][C:20]2[CH:26]=[C:25]([S:27]([CH3:30])(=[O:28])=[O:29])[CH:24]=[CH:23][C:21]=2[N:22]=1)=[O:14]. (4) Given the reactants [Cl:1][C:2]1[CH:3]=[CH:4][CH:5]=[C:6]2[C:11]=1[C:10]([CH2:12][CH2:13][N:14]1[CH2:19][CH2:18][O:17][CH2:16][CH2:15]1)=[N:9][C:8]([C@@H:20]([NH2:22])[CH3:21])=[CH:7]2.Cl[C:24]1[C:25]2[N:32]=[CH:31][S:30][C:26]=2[N:27]=[CH:28][N:29]=1.C(N(CC)CC)C, predict the reaction product. The product is: [Cl:1][C:2]1[CH:3]=[CH:4][CH:5]=[C:6]2[C:11]=1[C:10]([CH2:12][CH2:13][N:14]1[CH2:19][CH2:18][O:17][CH2:16][CH2:15]1)=[N:9][C:8]([C@@H:20]([NH:22][C:24]1[C:25]3[N:32]=[CH:31][S:30][C:26]=3[N:27]=[CH:28][N:29]=1)[CH3:21])=[CH:7]2. (5) Given the reactants [CH3:1][C:2]1[C:10]2[C:5](=[CH:6][CH:7]=[CH:8][C:9]=2[NH:11][C:12]([C:14]2[N:18]3[CH:19]=[CH:20][C:21]([CH2:23][CH:24]=[O:25])=[CH:22][C:17]3=[N:16][CH:15]=2)=[O:13])[N:4]([CH2:26][C:27]2[CH:32]=[CH:31][CH:30]=[C:29]([CH3:33])[N:28]=2)[N:3]=1.C(O[BH-](OC(=O)C)OC(=O)C)(=O)C.[Na+], predict the reaction product. The product is: [OH:25][CH2:24][CH2:23][C:21]1[CH:20]=[CH:19][N:18]2[C:14]([C:12]([NH:11][C:9]3[CH:8]=[CH:7][CH:6]=[C:5]4[C:10]=3[C:2]([CH3:1])=[N:3][N:4]4[CH2:26][C:27]3[CH:32]=[CH:31][CH:30]=[C:29]([CH3:33])[N:28]=3)=[O:13])=[CH:15][N:16]=[C:17]2[CH:22]=1. (6) The product is: [CH:1]1([C:6]2([CH2:14][CH2:15][C:16]3[CH:21]=[CH:20][C:19]([OH:22])=[C:18]([CH2:23][CH3:24])[CH:17]=3)[O:11][C:10](=[O:12])[C:9]([CH2:36][C:34]3[N:35]=[C:28]4[N:27]=[C:26]([CH3:25])[CH:31]=[C:30]([CH3:32])[N:29]4[N:33]=3)=[C:8]([OH:13])[CH2:7]2)[CH2:5][CH2:4][CH2:3][CH2:2]1. Given the reactants [CH:1]1([C:6]2([CH2:14][CH2:15][C:16]3[CH:21]=[CH:20][C:19]([OH:22])=[C:18]([CH2:23][CH3:24])[CH:17]=3)[O:11][C:10](=[O:12])[CH2:9][C:8](=[O:13])[CH2:7]2)[CH2:5][CH2:4][CH2:3][CH2:2]1.[CH3:25][C:26]1[CH:31]=[C:30]([CH3:32])[N:29]2[N:33]=[C:34]([CH:36]=O)[N:35]=[C:28]2[N:27]=1, predict the reaction product.